Predict the product of the given reaction. From a dataset of Forward reaction prediction with 1.9M reactions from USPTO patents (1976-2016). Given the reactants [C:1]([O:5][C:6]([N:8]1[CH2:13][CH2:12][N:11]2[N:14]=[C:15]([C:17]([F:20])([F:19])[F:18])[N:16]=[C:10]2[CH2:9]1)=[O:7])([CH3:4])([CH3:3])[CH3:2].C([N-]C(C)C)(C)C.[Li+].Br[CH2:30][C:31]([N:33]([CH3:35])[CH3:34])=[O:32], predict the reaction product. The product is: [C:1]([O:5][C:6]([N:8]1[CH2:13][CH2:12][N:11]2[N:14]=[C:15]([C:17]([F:18])([F:19])[F:20])[N:16]=[C:10]2[CH:9]1[CH2:30][C:31]([N:33]([CH3:35])[CH3:34])=[O:32])=[O:7])([CH3:4])([CH3:2])[CH3:3].